From a dataset of Forward reaction prediction with 1.9M reactions from USPTO patents (1976-2016). Predict the product of the given reaction. (1) Given the reactants Cl[C:2]1[N:6]([CH3:7])[N:5]=[CH:4][C:3]=1[N+:8]([O-])=O.[CH2:11]([C@H:13]1[NH:18][CH2:17][CH2:16][N:15]([C:19]([O:21][C:22]([CH3:25])([CH3:24])[CH3:23])=[O:20])[CH2:14]1)[CH3:12], predict the reaction product. The product is: [NH2:8][C:3]1[CH:4]=[N:5][N:6]([CH3:7])[C:2]=1[N:18]1[CH2:17][CH2:16][N:15]([C:19]([O:21][C:22]([CH3:24])([CH3:23])[CH3:25])=[O:20])[CH2:14][C@H:13]1[CH2:11][CH3:12]. (2) Given the reactants [N+:1]([C:4]1[CH:73]=[CH:72][C:7]([O:8][C:9]2[CH:14]=[CH:13][C:12]([C:15]3([C:48]4[CH:53]=[CH:52][C:51]([O:54][C:55]5[CH:60]=[CH:59][C:58]([N+:61]([O-])=O)=[C:57]([O:64]CC6C=CC=CC=6)[CH:56]=5)=[CH:50][CH:49]=4)[C:27]4[CH:26]=[C:25]([C:28]56[CH2:37][CH:32]7[CH2:33][CH:34]([CH2:36][CH:30]([CH2:31]7)[CH2:29]5)[CH2:35]6)[CH:24]=[CH:23][C:22]=4[C:21]4[C:16]3=[CH:17][C:18]([C:38]35[CH2:47][CH:42]6[CH2:43][CH:44]([CH2:46][CH:40]([CH2:41]6)[CH2:39]3)[CH2:45]5)=[CH:19][CH:20]=4)=[CH:11][CH:10]=2)=[CH:6][C:5]=1[O:74]CC1C=CC=CC=1)([O-])=O, predict the reaction product. The product is: [OH:64][C:57]1[CH:56]=[C:55]([CH:60]=[CH:59][C:58]=1[NH2:61])[O:54][C:51]1[CH:52]=[CH:53][C:48]([C:15]2([C:12]3[CH:13]=[CH:14][C:9]([O:8][C:7]4[CH:72]=[CH:73][C:4]([NH2:1])=[C:5]([OH:74])[CH:6]=4)=[CH:10][CH:11]=3)[C:16]3[CH:17]=[C:18]([C:38]45[CH2:45][CH:44]6[CH2:46][CH:40]([CH2:41][CH:42]([CH2:43]6)[CH2:47]4)[CH2:39]5)[CH:19]=[CH:20][C:21]=3[C:22]3[C:27]2=[CH:26][C:25]([C:28]24[CH2:29][CH:30]5[CH2:36][CH:34]([CH2:33][CH:32]([CH2:31]5)[CH2:37]2)[CH2:35]4)=[CH:24][CH:23]=3)=[CH:49][CH:50]=1. (3) Given the reactants [F:1][C:2]1[CH:3]=[C:4]([C:9]2[CH:10]=[CH:11][C:12]3[NH:18][C:17](=O)[CH2:16][O:15][C:14]([CH3:21])([CH3:20])[C:13]=3[CH:22]=2)[CH:5]=[C:6]([F:8])[CH:7]=1.COC1C=CC(P2(SP(C3C=CC(OC)=CC=3)(=S)S2)=[S:32])=CC=1, predict the reaction product. The product is: [F:1][C:2]1[CH:3]=[C:4]([C:9]2[CH:10]=[CH:11][C:12]3[NH:18][C:17](=[S:32])[CH2:16][O:15][C:14]([CH3:21])([CH3:20])[C:13]=3[CH:22]=2)[CH:5]=[C:6]([F:8])[CH:7]=1. (4) Given the reactants [CH3:1][O:2][C:3]([C:5]1[CH:6]=[C:7](B(O)O)[CH:8]=[CH:9][CH:10]=1)=[O:4].[OH:14][N:15]1[C:19](=[O:20])[C:18]2=[CH:21][CH:22]=[CH:23][CH:24]=[C:17]2[C:16]1=[O:25].N1C=CC=CC=1, predict the reaction product. The product is: [CH3:1][O:2][C:3]([C:5]1[CH:6]=[C:7]([CH:8]=[CH:9][CH:10]=1)[O:14][N:15]1[C:16](=[O:25])[C:17]2=[CH:24][CH:23]=[CH:22][CH:21]=[C:18]2[C:19]1=[O:20])=[O:4]. (5) The product is: [CH:13]1([C:10]2[CH:9]=[CH:8][C:3]([C:4]([O:6][CH3:7])=[O:5])=[C:2]([OH:1])[CH:11]=2)[CH2:15][CH2:14]1. Given the reactants [OH:1][C:2]1[CH:11]=[C:10](I)[CH:9]=[CH:8][C:3]=1[C:4]([O:6][CH3:7])=[O:5].[CH:13]1(B(O)O)[CH2:15][CH2:14]1, predict the reaction product. (6) The product is: [CH2:24]([O:27][CH:28]1[CH2:29][CH2:30][N:31]([C:34]2[CH:35]=[CH:36][C:37]([C:38]([NH:1][C:2]3[CH:3]=[C:4]4[C:8](=[CH:9][CH:10]=3)[N:7]([C:11]3[CH:19]=[CH:18][C:14]([C:15](=[O:16])[NH:23][CH:20]5[CH2:22][CH2:21]5)=[CH:13][CH:12]=3)[CH:6]=[CH:5]4)=[O:39])=[CH:41][CH:42]=2)[CH2:32][CH2:33]1)[CH:25]=[CH2:26]. Given the reactants [NH2:1][C:2]1[CH:3]=[C:4]2[C:8](=[CH:9][CH:10]=1)[N:7]([C:11]1[CH:19]=[CH:18][C:14]([C:15](O)=[O:16])=[CH:13][CH:12]=1)[CH:6]=[CH:5]2.[CH:20]1([NH2:23])[CH2:22][CH2:21]1.[CH2:24]([O:27][CH:28]1[CH2:33][CH2:32][N:31]([C:34]2[CH:42]=[CH:41][C:37]([C:38](O)=[O:39])=[CH:36][CH:35]=2)[CH2:30][CH2:29]1)[CH:25]=[CH2:26], predict the reaction product. (7) Given the reactants C[O:2][C:3](=[O:42])[C:4]1[CH:9]=[C:8]([O:10][C:11]2[CH:16]=[CH:15][C:14]([NH:17][S:18]([C:21]3[CH:26]=[CH:25][C:24]([CH3:27])=[CH:23][CH:22]=3)(=[O:20])=[O:19])=[C:13]([O:28][CH2:29][CH3:30])[CH:12]=2)[CH:7]=[CH:6][C:5]=1[NH:31][S:32]([C:35]1[CH:40]=[CH:39][C:38]([CH3:41])=[CH:37][CH:36]=1)(=[O:34])=[O:33], predict the reaction product. The product is: [CH2:29]([O:28][C:13]1[CH:12]=[C:11]([CH:16]=[CH:15][C:14]=1[NH:17][S:18]([C:21]1[CH:22]=[CH:23][C:24]([CH3:27])=[CH:25][CH:26]=1)(=[O:20])=[O:19])[O:10][C:8]1[CH:7]=[CH:6][C:5]([NH:31][S:32]([C:35]2[CH:36]=[CH:37][C:38]([CH3:41])=[CH:39][CH:40]=2)(=[O:34])=[O:33])=[C:4]([CH:9]=1)[C:3]([OH:42])=[O:2])[CH3:30]. (8) Given the reactants [CH2:1]([N:3]1[C:8](=[O:9])[C@@H:7]2[C@@H:10]([C:13]([F:16])([F:15])[F:14])[O:11][CH2:12][C@:6]2([C:17]2[CH:22]=[C:21]([N+:23]([O-])=O)[CH:20]=[CH:19][C:18]=2[F:26])[N:5]=[C:4]1[NH:27][C:28](=[O:34])[O:29][C:30]([CH3:33])([CH3:32])[CH3:31])[CH3:2].[H][H], predict the reaction product. The product is: [NH2:23][C:21]1[CH:20]=[CH:19][C:18]([F:26])=[C:17]([C@:6]23[CH2:12][O:11][C@H:10]([C:13]([F:16])([F:14])[F:15])[C@H:7]2[C:8](=[O:9])[N:3]([CH2:1][CH3:2])[C:4]([NH:27][C:28](=[O:34])[O:29][C:30]([CH3:32])([CH3:31])[CH3:33])=[N:5]3)[CH:22]=1. (9) Given the reactants [NH:1]1[C:9]2[C:4](=[CH:5][C:6]([NH:10][C:11]3[CH:19]=[CH:18][C:17]([CH:20]4[CH2:22][CH2:21]4)=[CH:16][C:12]=3[C:13]([OH:15])=[O:14])=[CH:7][CH:8]=2)[CH:3]=[CH:2]1.C(=O)(O)[O-].[Na+].[CH2:28](Br)[CH:29]=[CH2:30].C(OCC)(=O)C, predict the reaction product. The product is: [NH:1]1[C:9]2[C:4](=[CH:5][C:6]([NH:10][C:11]3[CH:19]=[CH:18][C:17]([CH:20]4[CH2:21][CH2:22]4)=[CH:16][C:12]=3[C:13]([O:15][CH2:30][CH:29]=[CH2:28])=[O:14])=[CH:7][CH:8]=2)[CH:3]=[CH:2]1. (10) Given the reactants Cl[CH:2]([C:31]1[C:32]([CH3:37])=[N:33][O:34][C:35]=1[CH3:36])[C:3]1[O:4][C:5]2[CH:11]=[CH:10][C:9]([CH2:12][C:13]([NH:15][CH:16]([C:23]3[CH:28]=[CH:27][C:26]([CH3:29])=[CH:25][C:24]=3[CH3:30])[C:17]3[CH:22]=[CH:21][CH:20]=[CH:19][CH:18]=3)=[O:14])=[CH:8][C:6]=2[CH:7]=1.[OH:38][CH:39]1[CH2:42][N:41]([C:43]([O:45][C:46]([CH3:49])([CH3:48])[CH3:47])=[O:44])[CH2:40]1.ClCOC(C)C, predict the reaction product. The product is: [CH3:37][C:32]1[C:31]([CH:2]([C:3]2[O:4][C:5]3[CH:11]=[CH:10][C:9]([CH2:12][C:13]([NH:15][CH:16]([C:23]4[CH:28]=[CH:27][C:26]([CH3:29])=[CH:25][C:24]=4[CH3:30])[C:17]4[CH:18]=[CH:19][CH:20]=[CH:21][CH:22]=4)=[O:14])=[CH:8][C:6]=3[CH:7]=2)[O:38][CH:39]2[CH2:40][N:41]([C:43]([O:45][C:46]([CH3:49])([CH3:48])[CH3:47])=[O:44])[CH2:42]2)=[C:35]([CH3:36])[O:34][N:33]=1.